Predict the reactants needed to synthesize the given product. From a dataset of Retrosynthesis with 50K atom-mapped reactions and 10 reaction types from USPTO. (1) Given the product CN(Cc1cccc2c1C(=O)N(C1CCC(=O)NC1=O)C2=O)C(=O)Nc1ccc(Cl)cc1, predict the reactants needed to synthesize it. The reactants are: CNCc1cccc2c1C(=O)N(C1CCC(=O)NC1=O)C2=O.O=C=Nc1ccc(Cl)cc1. (2) Given the product CCOC(=O)/C=C/c1ccc(N[C@@H]2CCN(Cc3ccccc3)C2)nc1, predict the reactants needed to synthesize it. The reactants are: CCOC(=O)/C=C/c1ccc(Cl)nc1.N[C@@H]1CCN(Cc2ccccc2)C1. (3) Given the product N#Cc1cn(C2CCNCC2)c(=O)[nH]1, predict the reactants needed to synthesize it. The reactants are: CC(C)(C)OC(=O)N1CCC(n2cc(C#N)[nH]c2=O)CC1. (4) Given the product Cc1noc(-c2ccc(Br)cc2)c1C(O)C/C=C/c1ccc(Cc2ccccc2)cc1, predict the reactants needed to synthesize it. The reactants are: C=CCC(O)c1c(C)noc1-c1ccc(Br)cc1.Ic1ccc(Cc2ccccc2)cc1.